Regression. Given two drug SMILES strings and cell line genomic features, predict the synergy score measuring deviation from expected non-interaction effect. From a dataset of NCI-60 drug combinations with 297,098 pairs across 59 cell lines. (1) Drug 1: CN(C)C1=NC(=NC(=N1)N(C)C)N(C)C. Drug 2: C1C(C(OC1N2C=C(C(=O)NC2=O)F)CO)O. Cell line: HS 578T. Synergy scores: CSS=23.4, Synergy_ZIP=4.98, Synergy_Bliss=4.12, Synergy_Loewe=-12.3, Synergy_HSA=-1.06. (2) Drug 1: CN(C)N=NC1=C(NC=N1)C(=O)N. Drug 2: CNC(=O)C1=NC=CC(=C1)OC2=CC=C(C=C2)NC(=O)NC3=CC(=C(C=C3)Cl)C(F)(F)F. Cell line: COLO 205. Synergy scores: CSS=35.9, Synergy_ZIP=1.96, Synergy_Bliss=-0.331, Synergy_Loewe=-19.3, Synergy_HSA=-0.777.